This data is from Full USPTO retrosynthesis dataset with 1.9M reactions from patents (1976-2016). The task is: Predict the reactants needed to synthesize the given product. (1) Given the product [CH3:20][S:19][C:16]1[N:17]=[CH:18][C:13]2[CH2:12][N:11]([C:7]3[N:6]=[C:5]([C:3]([OH:4])=[O:2])[CH:10]=[CH:9][CH:8]=3)[CH2:22][CH2:21][C:14]=2[N:15]=1, predict the reactants needed to synthesize it. The reactants are: C[O:2][C:3]([C:5]1[CH:10]=[CH:9][CH:8]=[C:7]([N:11]2[CH2:22][CH2:21][C:14]3[N:15]=[C:16]([S:19][CH3:20])[N:17]=[CH:18][C:13]=3[CH2:12]2)[N:6]=1)=[O:4].[OH-].[Na+]. (2) Given the product [F:33][C:34]1[C:41]([F:42])=[CH:40][CH:39]=[CH:38][C:35]=1[CH2:36][CH2:7][CH:3]1[O:4][CH2:5][CH2:6][O:2]1, predict the reactants needed to synthesize it. The reactants are: [Br-].[O:2]1[CH2:6][CH2:5][O:4][CH:3]1[CH2:7][P+](C1C=CC=CC=1)(C1C=CC=CC=1)C1C=CC=CC=1.CC(C)([O-])C.[K+].[F:33][C:34]1[C:41]([F:42])=[CH:40][CH:39]=[CH:38][C:35]=1[CH:36]=O.O. (3) Given the product [OH:3][C:1]([C:4]1[CH:5]=[C:6]2[C:11](=[CH:12][CH:13]=1)[C:10](=[O:14])[NH:9][CH2:8][CH2:7]2)([CH3:20])[CH3:2], predict the reactants needed to synthesize it. The reactants are: [C:1]([C:4]1[CH:5]=[C:6]2[C:11](=[CH:12][CH:13]=1)[C:10](=[O:14])[NH:9][CH2:8][CH2:7]2)(=[O:3])[CH3:2].C[Mg+].[Br-].[Cl-].[NH4+].[C:20](OCC)(=O)C. (4) Given the product [C:52]([O:51][P:49]([O:56][C:57]([CH3:60])([CH3:59])[CH3:58])([O:61][CH2:62][O:36][C:35](=[O:37])[C:34]1[CH:38]=[CH:39][C:31]([NH:30][C:28]([C@H:9]2[C@H:8]([C:4]3[CH:5]=[CH:6][CH:7]=[C:2]([Cl:1])[C:3]=3[F:42])[C@:12]([C:15]3[CH:20]=[CH:19][C:18]([Cl:21])=[CH:17][C:16]=3[F:22])([C:13]#[N:14])[C@H:11]([CH2:23][C:24]([CH3:26])([CH3:27])[CH3:25])[NH:10]2)=[O:29])=[C:32]([O:40][CH3:41])[CH:33]=1)=[O:50])([CH3:55])([CH3:54])[CH3:53], predict the reactants needed to synthesize it. The reactants are: [Cl:1][C:2]1[C:3]([F:42])=[C:4]([C@@H:8]2[C@:12]([C:15]3[CH:20]=[CH:19][C:18]([Cl:21])=[CH:17][C:16]=3[F:22])([C:13]#[N:14])[C@H:11]([CH2:23][C:24]([CH3:27])([CH3:26])[CH3:25])[NH:10][C@H:9]2[C:28]([NH:30][C:31]2[CH:39]=[CH:38][C:34]([C:35]([OH:37])=[O:36])=[CH:33][C:32]=2[O:40][CH3:41])=[O:29])[CH:5]=[CH:6][CH:7]=1.C(=O)([O-])[O-].[Cs+].[Cs+].[P:49]([O:61][CH2:62]Cl)([O:56][C:57]([CH3:60])([CH3:59])[CH3:58])([O:51][C:52]([CH3:55])([CH3:54])[CH3:53])=[O:50]. (5) Given the product [C:7]([C:6]1[CH:9]=[CH:10][C:3]([CH2:2][C:26]2[CH:27]=[CH:28][C:21]3[CH2:20][CH2:19][N:18]([C:16]([O:15][C:12]([CH3:11])([CH3:13])[CH3:14])=[O:17])[CH2:24][CH2:23][C:22]=3[CH:25]=2)=[CH:4][CH:5]=1)#[N:8], predict the reactants needed to synthesize it. The reactants are: Br[CH2:2][C:3]1[CH:10]=[CH:9][C:6]([C:7]#[N:8])=[CH:5][CH:4]=1.[CH3:11][C:12]([O:15][C:16]([N:18]1[CH2:24][CH2:23][C:22]2[CH:25]=[CH:26][C:27](B(O)O)=[CH:28][C:21]=2[CH2:20][CH2:19]1)=[O:17])([CH3:14])[CH3:13].C(O)C. (6) Given the product [Br:31][CH2:33][C:34]([N:11]([CH2:12][CH2:13][C:14]([O:16][CH2:17][C:18]1[CH:23]=[CH:22][CH:21]=[CH:20][CH:19]=1)=[O:15])[CH2:10][CH2:9][O:8][Si:1]([C:4]([CH3:6])([CH3:7])[CH3:5])([CH3:3])[CH3:2])=[O:35], predict the reactants needed to synthesize it. The reactants are: [Si:1]([O:8][CH2:9][CH2:10][NH:11][CH2:12][CH2:13][C:14]([O:16][CH2:17][C:18]1[CH:23]=[CH:22][CH:21]=[CH:20][CH:19]=1)=[O:15])([C:4]([CH3:7])([CH3:6])[CH3:5])([CH3:3])[CH3:2].CCN(CC)CC.[Br-:31].C1C[O:35][CH2:34][CH2:33]1.